Dataset: Full USPTO retrosynthesis dataset with 1.9M reactions from patents (1976-2016). Task: Predict the reactants needed to synthesize the given product. (1) The reactants are: [Cl:1][C:2]1[CH:7]=[C:6]([C:8]2[CH2:9][C:10]([C:17]3[CH:22]=[C:21]([Cl:23])[CH:20]=[C:19]([Cl:24])[CH:18]=3)([C:13]([F:16])([F:15])[F:14])[O:11][CH:12]=2)[CH:5]=[CH:4][C:3]=1[CH2:25][NH2:26].[OH:27]N1C2N=CC=CC=2N=N1.Cl.CN(C)CCCN=C=N[CH2:46][CH3:47].CC[C:51](O)=[S:52]. Given the product [Cl:1][C:2]1[CH:7]=[C:6]([C:8]2[CH2:9][C:10]([C:17]3[CH:22]=[C:21]([Cl:23])[CH:20]=[C:19]([Cl:24])[CH:18]=3)([C:13]([F:14])([F:15])[F:16])[O:11][CH:12]=2)[CH:5]=[CH:4][C:3]=1[CH2:25][NH:26][C:46](=[O:27])[CH2:47][S:52][CH3:51], predict the reactants needed to synthesize it. (2) Given the product [F:48][C:44]1[CH:45]=[CH:46][CH:47]=[C:42]([F:41])[C:43]=1[CH2:49][C:50]([N:52]1[CH2:53][CH2:54][CH:55]([C:58]2[C:63]([C:64]([OH:66])=[O:65])=[C:62]([NH:69][CH3:70])[N:61]=[C:60]([CH3:71])[N:59]=2)[CH2:56][CH2:57]1)=[O:51], predict the reactants needed to synthesize it. The reactants are: CCCCCCC=CCCC.CN.F[P-](F)(F)(F)(F)F.N1(O[P+](N(C)C)(N(C)C)N(C)C)C2C=CC=CC=2N=N1.[F:41][C:42]1[CH:47]=[CH:46][CH:45]=[C:44]([F:48])[C:43]=1[CH2:49][C:50]([N:52]1[CH2:57][CH2:56][CH:55]([C:58]2[C:63]([C:64]([O:66]CC)=[O:65])=[C:62]([NH:69][CH3:70])[N:61]=[C:60]([CH3:71])[N:59]=2)[CH2:54][CH2:53]1)=[O:51].[OH-].[Na+]. (3) Given the product [F:17][C:15]1[CH:14]=[CH:13][C:10]2[S:11][C:12]3[C:4](=[O:3])[NH:5][CH2:6][CH2:7][C:8]=3[C:9]=2[CH:16]=1, predict the reactants needed to synthesize it. The reactants are: C([O:3][C:4](=O)[NH:5][CH2:6][CH2:7][C:8]1[C:9]2[CH:16]=[C:15]([F:17])[CH:14]=[CH:13][C:10]=2[S:11][CH:12]=1)C.O=P12OP3(OP(OP(O3)(O1)=O)(=O)O2)=O.O=P(Cl)(Cl)Cl. (4) Given the product [Cl:17][C:4]1[C:5]2[N:10]([CH3:11])[C:9]([CH3:12])=[C:8]([CH3:13])[C:6]=2[N:7]=[C:2]([CH3:1])[N:3]=1, predict the reactants needed to synthesize it. The reactants are: [CH3:1][C:2]1[NH:3][C:4](=O)[C:5]2[N:10]([CH3:11])[C:9]([CH3:12])=[C:8]([CH3:13])[C:6]=2[N:7]=1.O=P(Cl)(Cl)[Cl:17].C(Cl)Cl.[OH-].[Na+]. (5) Given the product [Br:19][C:2]1[C:7]([N+:8]([O-:10])=[O:9])=[CH:6][C:5]([Br:11])=[CH:4][N:3]=1, predict the reactants needed to synthesize it. The reactants are: O[C:2]1[C:7]([N+:8]([O-:10])=[O:9])=[CH:6][C:5]([Br:11])=[CH:4][N:3]=1.CN(C)C=O.P(Br)(Br)([Br:19])=O.N1C=CC=CC=1. (6) Given the product [CH2:23]([C:21]1[CH:22]=[CH:16][C:17]2[C:19](=[C:7]3[C:8](=[C:9]([NH2:10])[N:18]=2)[CH:11]=[CH:12][CH:13]=[CH:14]3)[CH:20]=1)[CH2:24][CH2:25][CH2:26][CH2:27][CH3:28], predict the reactants needed to synthesize it. The reactants are: O1CCCOB1[C:7]1[CH:14]=[CH:13][CH:12]=[CH:11][C:8]=1[C:9]#[N:10].Br[C:16]1[CH:22]=[C:21]([CH2:23][CH2:24][CH2:25][CH2:26][CH2:27][CH3:28])[CH:20]=[CH:19][C:17]=1[NH2:18].C(=O)([O-])[O-].[K+].[K+].CCO. (7) Given the product [C:1]12([NH:11][CH2:16][C:15]3[CH:18]=[CH:19][CH:20]=[CH:21][C:14]=3[O:13][CH3:12])[CH2:8][CH:7]3[CH2:6][CH:5]([CH2:4][CH:3]([CH2:9]3)[CH2:2]1)[CH2:10]2, predict the reactants needed to synthesize it. The reactants are: [C:1]12([NH2:11])[CH2:10][CH:5]3[CH2:6][CH:7]([CH2:9][CH:3]([CH2:4]3)[CH2:2]1)[CH2:8]2.[CH3:12][O:13][C:14]1[CH:21]=[CH:20][CH:19]=[CH:18][C:15]=1[CH:16]=O.